Dataset: Reaction yield outcomes from USPTO patents with 853,638 reactions. Task: Predict the reaction yield, written as a fraction of the theoretical maximum amount of product (1.0 means a 100% yield; for example, 0.34 means a 34% yield). (1) The reactants are [CH3:1][C:2]1[CH:3]=[C:4]([CH:19]=[CH:20][CH:21]=1)[O:5][CH:6]1[CH2:11][CH2:10][N:9](C(OC(C)(C)C)=O)[CH2:8][CH2:7]1.[ClH:22]. The catalyst is CO. The product is [ClH:22].[CH3:1][C:2]1[CH:3]=[C:4]([CH:19]=[CH:20][CH:21]=1)[O:5][CH:6]1[CH2:11][CH2:10][NH:9][CH2:8][CH2:7]1. The yield is 0.880. (2) The reactants are Br[C:2]([CH3:9])([CH3:8])[C:3]([O:5][CH2:6][CH3:7])=[O:4].[C:10]([O-:13])(=[S:12])[CH3:11].[K+]. The catalyst is CN(C=O)C. The product is [CH2:6]([O:5][C:3](=[O:4])[C:2]([S:12][C:10](=[O:13])[CH3:11])([CH3:9])[CH3:8])[CH3:7]. The yield is 0.730. (3) The reactants are [NH2:1][C:2]1[S:3][C@:4]2([CH2:19][OH:20])[C@H:6]([C@:7]([C:10]3[CH:15]=[C:14]([NH2:16])[CH:13]=[C:12]([F:17])[C:11]=3[F:18])([CH3:9])[N:8]=1)[CH2:5]2.Cl[C:22]1[C:27]2=[N:28][CH:29]=[C:30]([O:32][CH3:33])[N:31]=[C:26]2[CH:25]=[CH:24][N:23]=1.O.C1(C)C=CC(S(O)(=O)=O)=CC=1. The catalyst is CO.CCOC(C)=O. The product is [NH2:1][C:2]1[S:3][C@:4]2([CH2:19][OH:20])[C@H:6]([C@:7]([C:10]3[CH:15]=[C:14]([NH:16][C:22]4[C:27]5=[N:28][CH:29]=[C:30]([O:32][CH3:33])[N:31]=[C:26]5[CH:25]=[CH:24][N:23]=4)[CH:13]=[C:12]([F:17])[C:11]=3[F:18])([CH3:9])[N:8]=1)[CH2:5]2. The yield is 0.440.